This data is from Reaction yield outcomes from USPTO patents with 853,638 reactions. The task is: Predict the reaction yield, written as a fraction of the theoretical maximum amount of product (1.0 means a 100% yield; for example, 0.34 means a 34% yield). (1) The reactants are [N:1]([C@H:4]1[CH2:28][CH2:27][C@@:26]2([CH3:29])[C:6](=[CH:7][CH2:8][C@@H:9]3[C@@H:25]2[CH2:24][CH2:23][C@@:22]2([CH3:30])[C@H:10]3[CH2:11][CH2:12][C@@H:13]2[C@H:14]([CH3:21])[CH2:15][CH2:16][CH2:17][CH:18]([CH3:20])[CH3:19])[CH2:5]1)=[N+]=[N-].[H-].[Al+3].[Li+].[H-].[H-].[H-]. The catalyst is C(OCC)C. The product is [NH2:1][C@H:4]1[CH2:28][CH2:27][C@@:26]2([CH3:29])[C:6](=[CH:7][CH2:8][C@@H:9]3[C@@H:25]2[CH2:24][CH2:23][C@@:22]2([CH3:30])[C@H:10]3[CH2:11][CH2:12][C@@H:13]2[C@H:14]([CH3:21])[CH2:15][CH2:16][CH2:17][CH:18]([CH3:20])[CH3:19])[CH2:5]1. The yield is 0.850. (2) The reactants are [CH2:1]([O:3][C:4]([C:6]1[CH:7]=[C:8]2[C:12](=[C:13]([NH:15]C(OCC3C=CC=CC=3)=O)[CH:14]=1)[NH:11][CH:10]=[C:9]2[CH2:26][CH3:27])=[O:5])[CH3:2].O. The catalyst is CCO.[Pd]. The product is [CH2:1]([O:3][C:4]([C:6]1[CH:7]=[C:8]2[C:12](=[C:13]([NH2:15])[CH:14]=1)[NH:11][CH:10]=[C:9]2[CH2:26][CH3:27])=[O:5])[CH3:2]. The yield is 0.950. (3) The reactants are [F:1][C:2]1[C:3]([F:12])=[CH:4][C:5]2[S:9][C:8]([NH2:10])=[N:7][C:6]=2[CH:11]=1.[CH3:13][O:14][C:15]1[CH:16]=[C:17]([CH:21]=[CH:22][CH:23]=1)[C:18](Cl)=[O:19].Br[CH:25]([CH2:30][CH3:31])[C:26]([O:28]C)=[O:27].COC1C=CC2N=C(N)SC=2C=1.ClC1C=C(C=CC=1)C(Cl)=O.BrCC(OCC)=O. No catalyst specified. The product is [F:1][C:2]1[C:3]([F:12])=[CH:4][C:5]2[S:9][C:8](=[N:10][C:18](=[O:19])[C:17]3[CH:21]=[CH:22][CH:23]=[C:15]([O:14][CH3:13])[CH:16]=3)[N:7]([CH:25]([CH2:30][CH3:31])[C:26]([OH:28])=[O:27])[C:6]=2[CH:11]=1. The yield is 0.250.